Dataset: Reaction yield outcomes from USPTO patents with 853,638 reactions. Task: Predict the reaction yield, written as a fraction of the theoretical maximum amount of product (1.0 means a 100% yield; for example, 0.34 means a 34% yield). The reactants are [C:1]([NH:9][CH:10]([CH3:19])[C:11](=[O:18])[CH2:12][C:13]([O:15][CH2:16][CH3:17])=[O:14])(=O)[C:2]1[CH:7]=[CH:6][CH:5]=[CH:4][CH:3]=1.O=P(Cl)(Cl)Cl.C([O-])(O)=O.[Na+]. The catalyst is CN(C=O)C. The product is [CH3:19][C:10]1[N:9]=[C:1]([C:2]2[CH:7]=[CH:6][CH:5]=[CH:4][CH:3]=2)[O:18][C:11]=1[CH2:12][C:13]([O:15][CH2:16][CH3:17])=[O:14]. The yield is 0.480.